From a dataset of Forward reaction prediction with 1.9M reactions from USPTO patents (1976-2016). Predict the product of the given reaction. (1) Given the reactants [CH3:1][N:2]([C:12]1[N:17]=[C:16]([NH:18][CH3:19])[N:15]=[C:14]([N:20]2[CH2:25][CH2:24][N:23]([CH3:26])[CH2:22][CH2:21]2)[N:13]=1)[C@@H:3]1[CH2:8][CH2:7][C@H:6]([C:9](O)=[O:10])[CH2:5][CH2:4]1.[Cl:27][C:28]1[CH:33]=[C:32]([Cl:34])[CH:31]=[CH:30][C:29]=1[CH2:35][NH2:36].CCN=C=NCCCN(C)C.Cl, predict the reaction product. The product is: [Cl:27][C:28]1[CH:33]=[C:32]([Cl:34])[CH:31]=[CH:30][C:29]=1[CH2:35][NH:36][C:9]([C@H:6]1[CH2:7][CH2:8][C@@H:3]([N:2]([CH3:1])[C:12]2[N:17]=[C:16]([NH:18][CH3:19])[N:15]=[C:14]([N:20]3[CH2:25][CH2:24][N:23]([CH3:26])[CH2:22][CH2:21]3)[N:13]=2)[CH2:4][CH2:5]1)=[O:10]. (2) Given the reactants [NH3:1].[Cl:2][C:3]1[CH:7]=[C:6]([C:8](Cl)=[O:9])[NH:5][C:4]=1[C:11]([O:13][CH3:14])=[O:12], predict the reaction product. The product is: [NH2:1][C:8]([C:6]1[NH:5][C:4]([C:11]([O:13][CH3:14])=[O:12])=[C:3]([Cl:2])[CH:7]=1)=[O:9]. (3) Given the reactants [F:1][C:2]1[CH:7]=[CH:6][C:5]([C:8](=[O:24])[CH:9]([NH:21]C=O)[CH2:10][C:11]2[CH:16]=[CH:15][C:14]([C:17]([F:20])([F:19])[F:18])=[CH:13][CH:12]=2)=[CH:4][CH:3]=1.[ClH:25], predict the reaction product. The product is: [ClH:25].[F:1][C:2]1[CH:3]=[CH:4][C:5]([C:8](=[O:24])[CH:9]([NH2:21])[CH2:10][C:11]2[CH:16]=[CH:15][C:14]([C:17]([F:20])([F:19])[F:18])=[CH:13][CH:12]=2)=[CH:6][CH:7]=1. (4) Given the reactants [Cl:1][C:2]1[C:3]([CH3:21])=[C:4]2[N:10]=[C:9]([C:11]3[CH:16]=[CH:15][C:14](F)=[C:13]([N+:18]([O-])=O)[CH:12]=3)[NH:8][C:5]2=[N:6][CH:7]=1.[CH3:22][N:23]1[CH2:28][CH2:27][NH:26][CH2:25][CH2:24]1, predict the reaction product. The product is: [Cl:1][C:2]1[C:3]([CH3:21])=[C:4]2[N:10]=[C:9]([C:11]3[CH:16]=[CH:15][C:14]([N:26]4[CH2:27][CH2:28][N:23]([CH3:22])[CH2:24][CH2:25]4)=[C:13]([NH2:18])[CH:12]=3)[NH:8][C:5]2=[N:6][CH:7]=1. (5) Given the reactants [H-].[Na+].[CH:3]1([N:7]2[CH2:12][CH2:11][CH:10]([O:13][C:14]3[CH:19]=[CH:18][C:17]([CH2:20][C:21]([O:23][CH2:24][CH3:25])=[O:22])=[CH:16][CH:15]=3)[CH2:9][CH2:8]2)[CH2:6][CH2:5][CH2:4]1.Br[CH2:27][CH2:28][O:29][CH2:30][CH2:31]Br.[I-].[K+], predict the reaction product. The product is: [CH:3]1([N:7]2[CH2:12][CH2:11][CH:10]([O:13][C:14]3[CH:15]=[CH:16][C:17]([C:20]4([C:21]([O:23][CH2:24][CH3:25])=[O:22])[CH2:31][CH2:30][O:29][CH2:28][CH2:27]4)=[CH:18][CH:19]=3)[CH2:9][CH2:8]2)[CH2:4][CH2:5][CH2:6]1.